Dataset: Reaction yield outcomes from USPTO patents with 853,638 reactions. Task: Predict the reaction yield, written as a fraction of the theoretical maximum amount of product (1.0 means a 100% yield; for example, 0.34 means a 34% yield). The catalyst is CCO. The product is [CH3:1][C:2]1[CH:3]=[C:4]([N:9]2[C:13](=[O:14])[C:12](=[N:15][NH:16][C:17]3[C:18]([OH:32])=[C:19]([C:23]4[CH:28]=[CH:27][CH:26]=[C:25]([C:29]([NH2:36])=[O:30])[CH:24]=4)[CH:20]=[CH:21][CH:22]=3)[C:11]([CH3:33])=[N:10]2)[CH:5]=[CH:6][C:7]=1[CH3:8]. The yield is 0.509. The reactants are [CH3:1][C:2]1[CH:3]=[C:4]([N:9]2[C:13](=[O:14])/[C:12](=[N:15]\[NH:16][C:17]3[C:18]([OH:32])=[C:19]([C:23]4[CH:28]=[CH:27][CH:26]=[C:25]([C:29](Cl)=[O:30])[CH:24]=4)[CH:20]=[CH:21][CH:22]=3)/[C:11]([CH3:33])=[N:10]2)[CH:5]=[CH:6][C:7]=1[CH3:8].N.C[N:36]1C(=O)CCC1.Cl.